From a dataset of Forward reaction prediction with 1.9M reactions from USPTO patents (1976-2016). Predict the product of the given reaction. (1) Given the reactants [CH:1]([CH:4]1[C:9](=[O:10])[N:8]([CH3:11])[C:7]2[CH:12]=[C:13]([C:37]#[N:38])[CH:14]=[C:15]([C:16]3[C:17]4[CH:26]=[CH:25][N:24](S(C5C=CC(C)=CC=5)(=O)=O)[C:18]=4[C:19](=[O:23])[N:20]([CH3:22])[CH:21]=3)[C:6]=2[O:5]1)([CH3:3])[CH3:2].C([OH:41])C, predict the reaction product. The product is: [CH:1]([CH:4]1[C:9](=[O:10])[N:8]([CH3:11])[C:7]2[CH:12]=[C:13]([C:37]([NH2:38])=[O:41])[CH:14]=[C:15]([C:16]3[C:17]4[CH:26]=[CH:25][NH:24][C:18]=4[C:19](=[O:23])[N:20]([CH3:22])[CH:21]=3)[C:6]=2[O:5]1)([CH3:2])[CH3:3]. (2) Given the reactants [CH3:1][C:2]1[S:3][CH:4]=[C:5]([C:7]([NH:9][C:10]2[C:11]3[C:15]([CH:16]=[C:17](B4OC(C)(C)CC(C)(C)O4)[CH:18]=2)=[N:14][N:13](C2CCCCO2)[CH:12]=3)=[O:8])[N:6]=1.Br[C:36]1[CH:44]=[C:43]([C:45]#[N:46])[CH:42]=[C:41]2[C:37]=1[CH:38]=[CH:39][NH:40]2.C(=O)([O-])[O-].[Na+].[Na+], predict the reaction product. The product is: [C:45]([C:43]1[CH:42]=[C:41]2[C:37]([CH:38]=[CH:39][NH:40]2)=[C:36]([C:17]2[CH:16]=[C:15]3[C:11]([CH:12]=[N:13][NH:14]3)=[C:10]([NH:9][C:7]([C:5]3[N:6]=[C:2]([CH3:1])[S:3][CH:4]=3)=[O:8])[CH:18]=2)[CH:44]=1)#[N:46]. (3) Given the reactants [CH3:1][C:2]1[C:19]([CH3:20])=[CH:18][C:5]([O:6][CH2:7][C:8]2[CH:17]=[CH:16][C:11]([C:12]([O:14][CH3:15])=[O:13])=[CH:10][CH:9]=2)=[C:4]([NH:21][S:22]([C:25]2[CH:30]=[CH:29][CH:28]=[CH:27][N:26]=2)(=[O:24])=[O:23])[CH:3]=1.[CH3:31][CH:32]1[CH2:34][O:33]1, predict the reaction product. The product is: [OH:33][CH:32]([CH3:34])[CH2:31][N:21]([S:22]([C:25]1[CH:30]=[CH:29][CH:28]=[CH:27][N:26]=1)(=[O:23])=[O:24])[C:4]1[CH:3]=[C:2]([CH3:1])[C:19]([CH3:20])=[CH:18][C:5]=1[O:6][CH2:7][C:8]1[CH:9]=[CH:10][C:11]([C:12]([O:14][CH3:15])=[O:13])=[CH:16][CH:17]=1. (4) Given the reactants [CH2:1]([O:8][C:9]1[C:17]2[C:12](=[CH:13][CH:14]=[CH:15][CH:16]=2)[N:11]([CH2:18][C:19]2[O:23][C:22]([C:24](OCC)=[O:25])=[CH:21][CH:20]=2)[N:10]=1)[C:2]1[CH:7]=[CH:6][CH:5]=[CH:4][CH:3]=1.[BH4-].[Na+].CO.C(O)(=O)CC(CC(O)=O)(C(O)=O)O, predict the reaction product. The product is: [CH2:1]([O:8][C:9]1[C:17]2[C:12](=[CH:13][CH:14]=[CH:15][CH:16]=2)[N:11]([CH2:18][C:19]2[O:23][C:22]([CH2:24][OH:25])=[CH:21][CH:20]=2)[N:10]=1)[C:2]1[CH:3]=[CH:4][CH:5]=[CH:6][CH:7]=1. (5) The product is: [CH2:1]([O:23][C:24]1[CH:25]=[CH:26][C:27]([CH:30]([NH2:60])[C:31]2[CH:36]=[CH:35][C:34]([O:37][CH2:38][CH2:39][CH2:40][CH2:41][CH2:42][CH2:43][CH2:44][CH2:45][CH2:46][CH2:47][CH2:48][CH2:49][CH2:50][CH2:51][CH2:52][CH2:53][CH2:54][CH2:55][CH2:56][CH2:57][CH2:58][CH3:59])=[CH:33][CH:32]=2)=[CH:28][CH:29]=1)[CH2:2][CH2:3][CH2:4][CH2:5][CH2:6][CH2:7][CH2:8][CH2:9][CH2:10][CH2:11][CH2:12][CH2:13][CH2:14][CH2:15][CH2:16][CH2:17][CH2:18][CH2:19][CH2:20][CH2:21][CH3:22]. Given the reactants [CH2:1]([O:23][C:24]1[CH:29]=[CH:28][C:27]([CH:30]([NH:60]C(=O)OCC)[C:31]2[CH:36]=[CH:35][C:34]([O:37][CH2:38][CH2:39][CH2:40][CH2:41][CH2:42][CH2:43][CH2:44][CH2:45][CH2:46][CH2:47][CH2:48][CH2:49][CH2:50][CH2:51][CH2:52][CH2:53][CH2:54][CH2:55][CH2:56][CH2:57][CH2:58][CH3:59])=[CH:33][CH:32]=2)=[CH:26][CH:25]=1)[CH2:2][CH2:3][CH2:4][CH2:5][CH2:6][CH2:7][CH2:8][CH2:9][CH2:10][CH2:11][CH2:12][CH2:13][CH2:14][CH2:15][CH2:16][CH2:17][CH2:18][CH2:19][CH2:20][CH2:21][CH3:22].C1(C)C=CC=CC=1.C(O)C.[OH-].[Na+], predict the reaction product. (6) Given the reactants [OH:1][C:2]1[CH:7]=[C:6]([CH3:8])[C:5]([C:9](=[O:11])[CH3:10])=[C:4]([CH3:12])[CH:3]=1.C(N(CC)CC)C.[F:20][C:21]([F:34])([F:33])[S:22](O[S:22]([C:21]([F:34])([F:33])[F:20])(=[O:24])=[O:23])(=[O:24])=[O:23].O, predict the reaction product. The product is: [F:20][C:21]([F:34])([F:33])[S:22]([O:1][C:2]1[CH:3]=[C:4]([CH3:12])[C:5]([C:9](=[O:11])[CH3:10])=[C:6]([CH3:8])[CH:7]=1)(=[O:24])=[O:23]. (7) Given the reactants [OH:1][C:2]1[CH:10]=[CH:9][C:5]([C:6]([OH:8])=O)=[CH:4][CH:3]=1.[CH2:11]1[C@H:20]2[C@H:15]([CH2:16][CH2:17][C:18]3[CH:24]=[CH:23][CH:22]=[CH:21][C:19]=32)[NH:14][CH2:13][CH2:12]1.F[P-](F)(F)(F)(F)F.N1(OC(N(C)C)=[N+](C)C)C2N=CC=CC=2N=N1, predict the reaction product. The product is: [CH2:11]1[C@H:20]2[C@H:15]([CH2:16][CH2:17][C:18]3[CH:24]=[CH:23][CH:22]=[CH:21][C:19]=32)[N:14]([C:6]([C:5]2[CH:4]=[CH:3][C:2]([OH:1])=[CH:10][CH:9]=2)=[O:8])[CH2:13][CH2:12]1.